From a dataset of Full USPTO retrosynthesis dataset with 1.9M reactions from patents (1976-2016). Predict the reactants needed to synthesize the given product. (1) Given the product [Br:1][C:2]1[C:3]([OH:14])=[C:4]([C:9]([CH2:12][S:23][C:18]2[CH:19]=[CH:20][CH:21]=[CH:22][C:17]=2[O:16][CH3:15])=[CH:10][CH:11]=1)[C:5]([O:7][CH3:8])=[O:6], predict the reactants needed to synthesize it. The reactants are: [Br:1][C:2]1[C:3]([OH:14])=[C:4]([C:9]([CH2:12]Br)=[CH:10][CH:11]=1)[C:5]([O:7][CH3:8])=[O:6].[CH3:15][O:16][C:17]1[CH:22]=[CH:21][CH:20]=[CH:19][C:18]=1[SH:23].C(=O)([O-])[O-].[K+].[K+]. (2) Given the product [Cl:3][C:4]1[N:9]=[CH:8][C:7]([CH2:10][NH:11][C:12]([C:14]2([CH2:29][NH2:30])[CH2:15][CH2:16][N:17]([C:20]3[C:21]4[CH:28]=[CH:27][NH:26][C:22]=4[N:23]=[CH:24][N:25]=3)[CH2:18][CH2:19]2)=[O:13])=[CH:6][CH:5]=1, predict the reactants needed to synthesize it. The reactants are: [BH4-].[Na+].[Cl:3][C:4]1[N:9]=[CH:8][C:7]([CH2:10][NH:11][C:12]([C:14]2([C:29]#[N:30])[CH2:19][CH2:18][N:17]([C:20]3[C:21]4[CH:28]=[CH:27][NH:26][C:22]=4[N:23]=[CH:24][N:25]=3)[CH2:16][CH2:15]2)=[O:13])=[CH:6][CH:5]=1.